This data is from Forward reaction prediction with 1.9M reactions from USPTO patents (1976-2016). The task is: Predict the product of the given reaction. (1) Given the reactants [C@H:1]12[CH2:8][CH2:7][CH2:6][C@H:5]1[CH2:4][NH:3][C@@H:2]2[CH2:9][NH:10][C:11]([C:13]1[C:22]2[O:21][CH2:20][CH2:19][O:18][C:17]=2[CH:16]=[CH:15][CH:14]=1)=[O:12].[CH3:23][C:24]1[S:25][C:26]([C:32]2[CH:33]=[C:34]([CH3:38])[CH:35]=[CH:36][CH:37]=2)=[C:27]([C:29](O)=[O:30])[N:28]=1, predict the reaction product. The product is: [CH3:23][C:24]1[S:25][C:26]([C:32]2[CH:33]=[C:34]([CH3:38])[CH:35]=[CH:36][CH:37]=2)=[C:27]([C:29]([N:3]2[CH2:4][C@H:5]3[C@H:1]([CH2:8][CH2:7][CH2:6]3)[C@H:2]2[CH2:9][NH:10][C:11]([C:13]2[C:22]3[O:21][CH2:20][CH2:19][O:18][C:17]=3[CH:16]=[CH:15][CH:14]=2)=[O:12])=[O:30])[N:28]=1. (2) The product is: [I:1][C:2]1[CH:3]=[N:4][N:5]([CH3:10])[C:6]=1[C:7]([NH2:13])=[O:8]. Given the reactants [I:1][C:2]1[CH:3]=[N:4][N:5]([CH3:10])[C:6]=1[C:7](O)=[O:8].C(N1C=CN=C1)([N:13]1C=CN=C1)=O.[Cl-].[NH4+].C(N(CC)CC)C, predict the reaction product. (3) Given the reactants [Cl:1][C:2]1[CH:10]=[CH:9][C:8]([I:11])=[CH:7][C:3]=1[C:4]([OH:6])=O.C(Cl)(=O)C(Cl)=O.CN(C)C=O.[C:23]12([CH2:33][NH2:34])[CH2:32][CH:27]3[CH2:28][CH:29]([CH2:31][CH:25]([CH2:26]3)[CH2:24]1)[CH2:30]2, predict the reaction product. The product is: [Cl:1][C:2]1[CH:10]=[CH:9][C:8]([I:11])=[CH:7][C:3]=1[C:4]([NH:34][CH2:33][C:23]12[CH2:32][CH:27]3[CH2:26][CH:25]([CH2:31][CH:29]([CH2:28]3)[CH2:30]1)[CH2:24]2)=[O:6]. (4) The product is: [F:1][C:2]1[CH:3]=[C:4]([O:22][CH3:23])[CH:5]=[C:6]2[C:10]=1[NH:9][C:8]([C:11]1[CH:12]=[N:13][N:14]([CH2:16][CH:17]([CH3:19])[CH3:18])[CH:15]=1)=[C:7]2/[CH:20]=[C:35]1\[O:36][C:32]2[CH:31]=[CH:30][C:29]([NH:28][C:26]([NH:25][CH3:24])=[O:27])=[CH:38][C:33]=2[C:34]\1=[O:37]. Given the reactants [F:1][C:2]1[CH:3]=[C:4]([O:22][CH3:23])[CH:5]=[C:6]2[C:10]=1[NH:9][C:8]([C:11]1[CH:12]=[N:13][N:14]([CH2:16][CH:17]([CH3:19])[CH3:18])[CH:15]=1)=[C:7]2[CH:20]=O.[CH3:24][NH:25][C:26]([NH:28][C:29]1[CH:30]=[CH:31][C:32]2[O:36][CH2:35][C:34](=[O:37])[C:33]=2[CH:38]=1)=[O:27].C([O-])([O-])=O.[Na+].[Na+], predict the reaction product. (5) Given the reactants FC(F)(F)C(O)=O.[Cl:8][C:9]1[CH:14]=[CH:13][C:12]([CH2:15][C:16]([O:18]C)=[O:17])=[C:11]([CH2:20][N:21]2[CH2:26][CH2:25][NH:24][C@@H:23]([CH2:27][CH3:28])[CH2:22]2)[CH:10]=1.[F:29][C:30]1[CH:35]=[CH:34][C:33]([CH2:36][C:37](Cl)=[O:38])=[CH:32][CH:31]=1, predict the reaction product. The product is: [Cl:8][C:9]1[CH:14]=[CH:13][C:12]([CH2:15][C:16]([OH:18])=[O:17])=[C:11]([CH2:20][N:21]2[CH2:26][CH2:25][N:24]([C:37](=[O:38])[CH2:36][C:33]3[CH:34]=[CH:35][C:30]([F:29])=[CH:31][CH:32]=3)[C@@H:23]([CH2:27][CH3:28])[CH2:22]2)[CH:10]=1. (6) Given the reactants [Cl:1][C:2]1[N:7]=[CH:6][C:5]([CH2:8][CH:9]([CH3:13])[C:10](O)=[O:11])=[CH:4][CH:3]=1.B.O.[OH-].[Na+], predict the reaction product. The product is: [Cl:1][C:2]1[N:7]=[CH:6][C:5]([CH2:8][CH:9]([CH3:13])[CH2:10][OH:11])=[CH:4][CH:3]=1. (7) Given the reactants C1(P(C2C=CC=CC=2)C2C=CC=CC=2)C=CC=CC=1.C(C([NH:26][C@H:27]([C:29](O)=[O:30])[CH3:28])=O)(C)(C)C.ClC(Cl)(Cl)C(Cl)(Cl)Cl.[NH2:40][C@H:41]([C:47]([OH:49])=[O:48])[CH2:42][CH2:43][C:44](=[O:46])[NH2:45].[OH-].[Na+].S(=O)(=O)(O)O, predict the reaction product. The product is: [NH2:26][C@H:27]([C:29]([NH:40][C@H:41]([C:47]([OH:49])=[O:48])[CH2:42][CH2:43][C:44](=[O:46])[NH2:45])=[O:30])[CH3:28]. (8) Given the reactants C[O:2][C:3](=[O:39])[C@@H:4]([NH:8][S:9]([C:12]1[CH:17]=[CH:16][C:15]([C:18]2[CH:23]=[CH:22][C:21]([NH:24][C:25]([C:27]3[CH:31]=[C:30]([CH3:32])[N:29]([C:33]4[CH:38]=[CH:37][CH:36]=[CH:35][CH:34]=4)[N:28]=3)=[O:26])=[CH:20][CH:19]=2)=[CH:14][CH:13]=1)(=[O:11])=[O:10])[CH:5]([CH3:7])[CH3:6].C(O)(=O)CCC, predict the reaction product. The product is: [CH3:6][CH:5]([CH3:7])[C@H:4]([NH:8][S:9]([C:12]1[CH:13]=[CH:14][C:15]([C:18]2[CH:23]=[CH:22][C:21]([NH:24][C:25]([C:27]3[CH:31]=[C:30]([CH3:32])[N:29]([C:33]4[CH:34]=[CH:35][CH:36]=[CH:37][CH:38]=4)[N:28]=3)=[O:26])=[CH:20][CH:19]=2)=[CH:16][CH:17]=1)(=[O:11])=[O:10])[C:3]([OH:39])=[O:2]. (9) Given the reactants [Cl:1][CH2:2][CH2:3]Cl.[CH:5]([C:8]1[CH:13]=[CH:12]C(CO)=[CH:10][C:9]=1[O:16][C:17]([F:20])([F:19])[F:18])([CH3:7])[CH3:6].S(Cl)(Cl)=O, predict the reaction product. The product is: [Cl:1][CH2:2][C:3]1[CH:12]=[CH:13][C:8]([CH:5]([CH3:7])[CH3:6])=[C:9]([O:16][C:17]([F:18])([F:19])[F:20])[CH:10]=1.